Dataset: Forward reaction prediction with 1.9M reactions from USPTO patents (1976-2016). Task: Predict the product of the given reaction. (1) Given the reactants C([O:3][C:4]([C:6]1[NH:10][C:9]2[CH:11]=[C:12](Br)[S:13][C:8]=2[CH:7]=1)=[O:5])C.C1(CC[C:12]2[S:13][C:8]3[CH:7]=[C:6]([C:4]([OH:3])=[O:5])[NH:10][C:9]=3[CH:11]=2)C=CC=CC=1.C(Br)CC1C=CC=CC=1.C1COCC1.[OH-].[K+], predict the reaction product. The product is: [S:13]1[C:8]2[CH:7]=[C:6]([C:4]([OH:5])=[O:3])[NH:10][C:9]=2[CH:11]=[CH:12]1. (2) Given the reactants C([Li])CCC.[CH:6]([NH:9][CH:10](C)C)(C)C.[CH2:13]([N:15]([CH2:24][CH3:25])[C:16](=[O:23])[C:17]1[CH:22]=[CH:21][CH:20]=[CH:19][N:18]=1)[CH3:14].[O:26]1[CH2:30][CH2:29][CH2:28][CH2:27]1, predict the reaction product. The product is: [CH2:24]([N:15]([CH2:13][CH3:14])[C:16](=[O:23])[C:17]1[C:22]([C:30](=[O:26])[C:29]2[CH:6]=[N:9][CH:10]=[CH:27][CH:28]=2)=[CH:21][CH:20]=[CH:19][N:18]=1)[CH3:25]. (3) Given the reactants [N:1]1[CH:6]=[CH:5][C:4]([N:7]2[CH2:12][CH2:11][CH:10]([OH:13])[CH2:9][CH2:8]2)=[CH:3][CH:2]=1.CS(O)(=O)=O.N1C2C(=CC=CC=2)C=CC=1.[C:29](Cl)(Cl)=[O:30].C1(C)C=CC=CC=1.[CH3:40][O:41][C:42]1[CH:47]=[CH:46][C:45]([NH:48][C:49](=[O:57])[C:50]2[CH:55]=[CH:54][CH:53]=[CH:52][C:51]=2[NH2:56])=[CH:44][CH:43]=1, predict the reaction product. The product is: [CH3:40][O:41][C:42]1[CH:43]=[CH:44][C:45]([NH:48][C:49](=[O:57])[C:50]2[CH:55]=[CH:54][CH:53]=[CH:52][C:51]=2[NH:56][C:29]([O:13][CH:10]2[CH2:11][CH2:12][N:7]([C:4]3[CH:5]=[CH:6][N:1]=[CH:2][CH:3]=3)[CH2:8][CH2:9]2)=[O:30])=[CH:46][CH:47]=1. (4) Given the reactants [CH3:1][C:2]1([CH2:6]OS(C2C=CC(C)=CC=2)(=O)=O)[CH2:5][O:4][CH2:3]1.C(=O)([O-])[O-].[Cs+].[Cs+].[CH2:24]([O:31][C:32]([NH:34][C@@H:35]([CH2:39][C:40]([CH3:43])([CH3:42])[CH3:41])[C:36]([OH:38])=[O:37])=[O:33])[C:25]1[CH:30]=[CH:29][CH:28]=[CH:27][CH:26]=1.[I-].[Na+], predict the reaction product. The product is: [CH3:1][C:2]1([CH2:6][O:37][C:36](=[O:38])[C@@H:35]([NH:34][C:32]([O:31][CH2:24][C:25]2[CH:26]=[CH:27][CH:28]=[CH:29][CH:30]=2)=[O:33])[CH2:39][C:40]([CH3:43])([CH3:42])[CH3:41])[CH2:5][O:4][CH2:3]1. (5) Given the reactants [Cl:1][C:2]1[N:3]=[C:4](Cl)[C:5]2[S:10][CH2:9][CH2:8][C:6]=2[N:7]=1.C(N(C(C)C)CC)(C)C.[F:21][C:22]1[CH:23]=[C:24]([CH:26]=[CH:27][CH:28]=1)[NH2:25], predict the reaction product. The product is: [Cl:1][C:2]1[N:3]=[C:4]([NH:25][C:24]2[CH:26]=[CH:27][CH:28]=[C:22]([F:21])[CH:23]=2)[C:5]2[S:10][CH2:9][CH2:8][C:6]=2[N:7]=1. (6) Given the reactants C1C=CC(P(C2C=CC=CC=2)C2C=CC=CC=2)=CC=1.[OH:20][C:21]1[CH:26]=[CH:25][C:24]([O:27][CH2:28][C:29]([O:31][CH2:32][CH3:33])=[O:30])=[C:23]([CH3:34])[CH:22]=1.[Br:35][C:36]1[N:41]=[C:40]([CH:42](O)[CH2:43][O:44][Si:45]([C:48]([CH3:51])([CH3:50])[CH3:49])([CH3:47])[CH3:46])[CH:39]=[CH:38][CH:37]=1.CC(OC(/N=N/C(OC(C)C)=O)=O)C, predict the reaction product. The product is: [Br:35][C:36]1[N:41]=[C:40]([CH:42]([O:20][C:21]2[CH:26]=[CH:25][C:24]([O:27][CH2:28][C:29]([O:31][CH2:32][CH3:33])=[O:30])=[C:23]([CH3:34])[CH:22]=2)[CH2:43][O:44][Si:45]([C:48]([CH3:51])([CH3:50])[CH3:49])([CH3:47])[CH3:46])[CH:39]=[CH:38][CH:37]=1. (7) Given the reactants C([O:4][C@@H:5]1[C@@H:10]([O:11]C(=O)C)[C@H:9]([O:15]C(=O)C)[C@@H:8]([CH2:19][O:20]C(=O)C)[O:7][C@H:6]1[O:24][C:25]1[C:29]([CH2:30][C:31]2[CH:36]=[CH:35][C:34]([O:37][CH2:38][CH2:39][CH2:40][NH:41][C:42](=[N:45][C:46]#[N:47])SC)=[CH:33][CH:32]=2)=[C:28]([CH:48]([CH3:50])[CH3:49])[NH:27][N:26]=1)(=O)C.[NH2:51][CH2:52][CH2:53][OH:54].C[O-].[Na+], predict the reaction product. The product is: [C:46]([N:45]=[C:42]([NH:51][CH2:52][CH2:53][OH:54])[NH:41][CH2:40][CH2:39][CH2:38][O:37][C:34]1[CH:33]=[CH:32][C:31]([CH2:30][C:29]2[C:25]([O:24][C@@H:6]3[O:7][C@H:8]([CH2:19][OH:20])[C@@H:9]([OH:15])[C@H:10]([OH:11])[C@H:5]3[OH:4])=[N:26][NH:27][C:28]=2[CH:48]([CH3:50])[CH3:49])=[CH:36][CH:35]=1)#[N:47].